From a dataset of Forward reaction prediction with 1.9M reactions from USPTO patents (1976-2016). Predict the product of the given reaction. The product is: [CH3:1][O:2][C:3]1[C:11]2[O:10][CH:9]=[C:8]([CH2:20][C:21]([CH3:22])=[O:23])[C:7]=2[CH:6]=[CH:5][CH:4]=1. Given the reactants [CH3:1][O:2][C:3]1[C:11]2[O:10][CH2:9][C:8](=O)[C:7]=2[CH:6]=[CH:5][CH:4]=1.C1(P(C2C=CC=CC=2)(C2C=CC=CC=2)=[CH:20][C:21](=[O:23])[CH3:22])C=CC=CC=1, predict the reaction product.